From a dataset of Catalyst prediction with 721,799 reactions and 888 catalyst types from USPTO. Predict which catalyst facilitates the given reaction. (1) Reactant: [OH:1][C:2]1[CH:11]=[C:10]2[C:5]([C:6]([O:12][C:13]3[CH:14]=[C:15]4[C:19](=[CH:20][CH:21]=3)[NH:18][C:17]([CH3:22])=[CH:16]4)=[N:7][CH:8]=[N:9]2)=[CH:4][C:3]=1[O:23][CH3:24].Br[CH2:26][CH2:27][CH2:28][Cl:29].C(=O)([O-])[O-].[K+].[K+].O. Product: [Cl:29][CH2:28][CH2:27][CH2:26][O:1][C:2]1[CH:11]=[C:10]2[C:5]([C:6]([O:12][C:13]3[CH:14]=[C:15]4[C:19](=[CH:20][CH:21]=3)[NH:18][C:17]([CH3:22])=[CH:16]4)=[N:7][CH:8]=[N:9]2)=[CH:4][C:3]=1[O:23][CH3:24]. The catalyst class is: 3. (2) Reactant: C(OC([N:8]1[C:13]2[CH:14]=[C:15]([Cl:23])[C:16]([N:18]3[CH2:22][CH2:21][CH2:20][CH2:19]3)=[CH:17][C:12]=2[O:11][CH:10]([C:24]([N:26]2[CH2:31][CH2:30][C:29]([C:40]#[N:41])([CH2:32][C:33]3[CH:38]=[CH:37][C:36]([F:39])=[CH:35][CH:34]=3)[CH2:28][CH2:27]2)=[O:25])[CH2:9]1)=O)(C)(C)C.FC(F)(F)C(O)=O. Product: [Cl:23][C:15]1[C:16]([N:18]2[CH2:19][CH2:20][CH2:21][CH2:22]2)=[CH:17][C:12]2[O:11][CH:10]([C:24]([N:26]3[CH2:27][CH2:28][C:29]([CH2:32][C:33]4[CH:38]=[CH:37][C:36]([F:39])=[CH:35][CH:34]=4)([C:40]#[N:41])[CH2:30][CH2:31]3)=[O:25])[CH2:9][NH:8][C:13]=2[CH:14]=1. The catalyst class is: 4.